From a dataset of HIV replication inhibition screening data with 41,000+ compounds from the AIDS Antiviral Screen. Binary Classification. Given a drug SMILES string, predict its activity (active/inactive) in a high-throughput screening assay against a specified biological target. (1) The compound is Nc1ncnc2c1nc1n2C2OC(CO)C(O)C2O1. The result is 0 (inactive). (2) The molecule is Cc1cc(S)c2cc3c(cc2n1)OCO3. The result is 0 (inactive). (3) The compound is COC1C=COC2(C)Oc3c(C)c(O)c4c(O)c(c(C=NN(C)c5ccc([N+](=O)[O-])cc5[N+](=O)[O-])c(O)c4c3C2=O)NC(=O)C(C)=CC=CC(C)C(O)C(C)C(O)C(C)C(OC(C)=O)C1C. The result is 0 (inactive). (4) The molecule is CN(C)c1cccc2c1C(=O)C=CC21c2ccc(N(C)C)c3c(N(C)C)ccc(c23)C(c2ccccc2)C1c1ccccc1. The result is 0 (inactive). (5) The compound is CCOC(=O)N1CCc2cc(OC)c(OC)c3c2C1CC3=O. The result is 0 (inactive). (6) The result is 0 (inactive). The compound is CC1=C(C)CC(C#N)(C#N)C(C#N)(C#N)C1.